This data is from Reaction yield outcomes from USPTO patents with 853,638 reactions. The task is: Predict the reaction yield, written as a fraction of the theoretical maximum amount of product (1.0 means a 100% yield; for example, 0.34 means a 34% yield). (1) The reactants are NC1C=C(C(C2C=CC(OC)=C(OC)C=2)=CC#N)C=CC=1OC.[CH3:24][O:25][C:26]1[CH:31]=[CH:30][C:29]([CH:32]([C:34]2[CH:39]=[CH:38][C:37]([O:40][CH3:41])=[C:36]([O:42][CH2:43][CH3:44])[CH:35]=2)[OH:33])=[CH:28][C:27]=1[N+:45]([O-:47])=[O:46].[Cr](Cl)([O-])(=O)=O.[NH+]1C=CC=CC=1. No catalyst specified. The product is [CH3:24][O:25][C:26]1[CH:31]=[CH:30][C:29]([C:32]([C:34]2[CH:39]=[CH:38][C:37]([O:40][CH3:41])=[C:36]([O:42][CH2:43][CH3:44])[CH:35]=2)=[O:33])=[CH:28][C:27]=1[N+:45]([O-:47])=[O:46]. The yield is 0.890. (2) The reactants are [Si](Cl)(C)(C)C.BrCCBr.Br[C:11]1[S:12][CH:13]=[CH:14][N:15]=1.Br[C:17]1[CH2:22][CH2:21][CH2:20][C:19](=[O:23])[CH:18]=1.[Cl-].[NH4+]. The catalyst is [Zn].Cl[Pd](Cl)([P](C1C=CC=CC=1)(C1C=CC=CC=1)C1C=CC=CC=1)[P](C1C=CC=CC=1)(C1C=CC=CC=1)C1C=CC=CC=1.C1COCC1.CN(C)C(=O)C. The product is [S:12]1[CH:13]=[CH:14][N:15]=[C:11]1[C:17]1[CH2:22][CH2:21][CH2:20][C:19](=[O:23])[CH:18]=1. The yield is 0.280. (3) The reactants are [CH2:1]([C:4]1[N:5]=[C:6]([C@@H:26]2[C@H:30]([CH2:31][CH3:32])[CH2:29][C@H:28]([NH:33][S:34]([CH:37]3[CH2:39][CH2:38]3)(=[O:36])=[O:35])[CH2:27]2)[N:7]2[C:12]3[CH:13]=[CH:14][N:15](S(C4C=CC(C)=CC=4)(=O)=O)[C:11]=3[N:10]=[CH:9][C:8]=12)C=C.I([O-])(=O)(=O)=[O:41].[Na+].[BH4-].[Na+].Cl.[OH-].[Na+]. The catalyst is O1CCOCC1.O.CCOC(C)=O.[NH4+].[Cl-].[Os](=O)(=O)(=O)=O. The product is [CH2:31]([C@H:30]1[C@@H:26]([C:6]2[N:7]3[C:12]4[CH:13]=[CH:14][NH:15][C:11]=4[N:10]=[CH:9][C:8]3=[C:4]([CH2:1][OH:41])[N:5]=2)[CH2:27][C@@H:28]([NH:33][S:34]([CH:37]2[CH2:39][CH2:38]2)(=[O:35])=[O:36])[CH2:29]1)[CH3:32]. The yield is 0.0600. (4) The reactants are [CH3:1][N:2]1[C:10]2[C:5](=[CH:6][CH:7]=[CH:8][CH:9]=2)[CH:4]=[C:3]1[C:11]([N:13](C1C=CC=CC=1)[C@H:14]([C:16]([NH:18][C@H:19]([CH:24]=[O:25])[CH2:20][C:21]([OH:23])=[O:22])=[O:17])[CH3:15])=[O:12].C=O.[C:34](O)(=O)[CH3:35]. The catalyst is CO. The product is [CH3:1][N:2]1[C:10]2[C:5](=[CH:6][CH:7]=[CH:8][CH:9]=2)[CH:4]=[C:3]1[C:11]([NH:13][C@H:14]([C:16]([NH:18][C@H:19]([CH:24]=[O:25])[CH2:20][C:21]([OH:23])=[O:22])=[O:17])[CH2:15][C:35]1[CH:34]=[CH:5][CH:4]=[CH:3][CH:11]=1)=[O:12]. The yield is 0.250. (5) The reactants are C(OC([N:8]1[CH:12]([CH2:13][N:14]2[C:18]([C:19](OCC)=[O:20])=[C:17]([C:24]([O:26][CH2:27][CH3:28])=[O:25])[C:16]([I:29])=[N:15]2)[CH2:11][O:10]C1(C)C)=O)(C)(C)C.Cl. The catalyst is O1CCOCC1. The product is [OH:10][CH2:11][CH:12]1[CH2:13][N:14]2[N:15]=[C:16]([I:29])[C:17]([C:24]([O:26][CH2:27][CH3:28])=[O:25])=[C:18]2[C:19](=[O:20])[NH:8]1. The yield is 0.674. (6) The reactants are [C:1]([NH:4][C:5]1[CH:10]=[CH:9][C:8]([S:11](Cl)(=[O:13])=[O:12])=[CH:7][CH:6]=1)(=[O:3])[CH3:2].[NH2:15][C:16]1[S:20][C:19]([CH2:21][C:22]([O:24][CH2:25][CH3:26])=[O:23])=[N:18][N:17]=1.Cl. The catalyst is N1C=CC=CC=1. The product is [C:1]([NH:4][C:5]1[CH:10]=[CH:9][C:8]([S:11]([NH:15][C:16]2[S:20][C:19]([CH2:21][C:22]([O:24][CH2:25][CH3:26])=[O:23])=[N:18][N:17]=2)(=[O:13])=[O:12])=[CH:7][CH:6]=1)(=[O:3])[CH3:2]. The yield is 0.760. (7) The reactants are [N+:1]([C:4]1[CH:9]=[CH:8][C:7]([C:10]2[CH:15]=[CH:14][C:13]([C:16](=[O:32])[CH2:17][CH:18]([CH2:24][CH2:25][C:26]3[CH:31]=[CH:30][CH:29]=[CH:28][CH:27]=3)[C:19]([O:21][CH2:22][CH3:23])=[O:20])=[CH:12][CH:11]=2)=[CH:6][CH:5]=1)([O-])=O.Cl. The catalyst is C(O)C.[Fe]. The product is [NH2:1][C:4]1[CH:5]=[CH:6][C:7]([C:10]2[CH:15]=[CH:14][C:13]([C:16](=[O:32])[CH2:17][CH:18]([CH2:24][CH2:25][C:26]3[CH:27]=[CH:28][CH:29]=[CH:30][CH:31]=3)[C:19]([O:21][CH2:22][CH3:23])=[O:20])=[CH:12][CH:11]=2)=[CH:8][CH:9]=1. The yield is 0.950. (8) The reactants are [Cl:1][C:2]1[C:6]([CH2:7][CH:8]2[CH2:13][CH2:12][CH2:11][CH2:10][CH2:9]2)=[CH:5][S:4][C:3]=1[C:14]([O:16][CH3:17])=[O:15].C(O[Na])(C)=O.[Br:23]Br. The catalyst is CC(O)=O. The product is [Br:23][C:5]1[S:4][C:3]([C:14]([O:16][CH3:17])=[O:15])=[C:2]([Cl:1])[C:6]=1[CH2:7][CH:8]1[CH2:13][CH2:12][CH2:11][CH2:10][CH2:9]1. The yield is 0.160. (9) The catalyst is CCO.O. The reactants are [C:1]1([C:7](=O)[C:8]([C:10]2[CH:15]=[CH:14][N:13]=[CH:12][CH:11]=2)=O)[CH:6]=[CH:5][CH:4]=[CH:3]C=1.Cl.[CH3:18][NH:19][C:20]([NH2:22])=[NH:21].[C:23]([O-:26])([O-])=O.[Na+].[Na+]. The product is [NH2:22][C:20]1[N:19]([CH3:18])[C:23](=[O:26])[C:8]([C:7]2[CH:3]=[CH:4][CH:5]=[CH:6][CH:1]=2)([C:10]2[CH:11]=[CH:12][N:13]=[CH:14][CH:15]=2)[N:21]=1. The yield is 0.620. (10) The reactants are Cl.[F:2][C:3]([F:8])([F:7])[CH2:4][CH2:5][NH2:6].[C:9]([C:12]1[CH:20]=[CH:19][C:15]([C:16](O)=[O:17])=[CH:14][CH:13]=1)(=[O:11])[CH3:10].CN(C(ON1N=NC2C=CC=CC1=2)=[N+](C)C)C.F[P-](F)(F)(F)(F)F.C1C=CC2N(O)N=NC=2C=1.CCN(C(C)C)C(C)C. The catalyst is CN(C=O)C.C(OCC)(=O)C. The product is [C:9]([C:12]1[CH:20]=[CH:19][C:15]([C:16]([NH:6][CH2:5][CH2:4][C:3]([F:8])([F:7])[F:2])=[O:17])=[CH:14][CH:13]=1)(=[O:11])[CH3:10]. The yield is 0.880.